Dataset: Blood-brain barrier permeability regression values from the B3DB database. Task: Regression/Classification. Given a drug SMILES string, predict its absorption, distribution, metabolism, or excretion properties. Task type varies by dataset: regression for continuous measurements (e.g., permeability, clearance, half-life) or binary classification for categorical outcomes (e.g., BBB penetration, CYP inhibition). For this dataset (b3db_regression), we predict Y. (1) The molecule is CCC1(C(=O)NC(=O)NC1=O)C2=CCCCC2. The Y is -0.300 log(BB ratio). (2) The molecule is CC(C)(C)C1=CC(=C(C=C1)OC(F)(F)F)CNC2CCCNC2C3=CC=CC=C3. The Y is 0.960 log(BB ratio). (3) The drug is CC(C)(C)NCC(COC1=CC=CC2=C1CCC(=O)N2)O. The Y is -0.400 log(BB ratio). (4) The drug is CC(C)NCC(COC1=CC=CC=C1OCC=C)O. The Y is 0.0200 log(BB ratio). (5) The drug is C1CC(CCC1CCN2CCC3=C(C2)C=CC(=C3)C#N)NC(=O)C4=CC=NC5=CC=CC=C45. The Y is 0.560 log(BB ratio). (6) The molecule is C1=CC=C(C=C1)OC2=CC=CC(=C2)C3=C(C4=C(C=C(C=C4)Cl)NC3=O)O. The Y is -2.03 log(BB ratio).